This data is from Peptide-MHC class II binding affinity with 134,281 pairs from IEDB. The task is: Regression. Given a peptide amino acid sequence and an MHC pseudo amino acid sequence, predict their binding affinity value. This is MHC class II binding data. (1) The MHC is HLA-DQA10501-DQB10201 with pseudo-sequence HLA-DQA10501-DQB10201. The binding affinity (normalized) is 0.0601. The peptide sequence is QPGVDIIEGPVKNVA. (2) The peptide sequence is AFILDGDWLFPKV. The MHC is HLA-DQA10501-DQB10201 with pseudo-sequence HLA-DQA10501-DQB10201. The binding affinity (normalized) is 0.629.